From a dataset of Peptide-MHC class II binding affinity with 134,281 pairs from IEDB. Regression. Given a peptide amino acid sequence and an MHC pseudo amino acid sequence, predict their binding affinity value. This is MHC class II binding data. (1) The peptide sequence is AQIYQAVSAQAAAIH. The MHC is DRB1_1501 with pseudo-sequence DRB1_1501. The binding affinity (normalized) is 0.769. (2) The peptide sequence is VRFQEAANKQKQELD. The MHC is DRB1_1501 with pseudo-sequence DRB1_1501. The binding affinity (normalized) is 0. (3) The peptide sequence is EAVSLLCSDKQPCNG. The MHC is HLA-DPA10103-DPB10201 with pseudo-sequence HLA-DPA10103-DPB10201. The binding affinity (normalized) is 0.191. (4) The binding affinity (normalized) is 0.585. The peptide sequence is GELQIVDKIDAAFKC. The MHC is DRB5_0101 with pseudo-sequence DRB5_0101. (5) The peptide sequence is APYMVGDVITSGDIT. The MHC is DRB1_0701 with pseudo-sequence DRB1_0701. The binding affinity (normalized) is 0.645. (6) The peptide sequence is KTLGVNMVRRGVRSL. The MHC is DRB4_0103 with pseudo-sequence DRB4_0103. The binding affinity (normalized) is 0.820. (7) The binding affinity (normalized) is 0.480. The MHC is HLA-DQA10201-DQB10402 with pseudo-sequence HLA-DQA10201-DQB10402. The peptide sequence is LRLSSLMPCQAPRKS.